Dataset: Reaction yield outcomes from USPTO patents with 853,638 reactions. Task: Predict the reaction yield, written as a fraction of the theoretical maximum amount of product (1.0 means a 100% yield; for example, 0.34 means a 34% yield). (1) The reactants are Cl[C:2]1[C:3]2[CH:10]=[CH:9][N:8]([CH2:11][CH2:12][O:13][CH3:14])[C:4]=2[N:5]=[CH:6][N:7]=1.[NH2:15][C:16]1[CH:17]=[C:18]([C:22]#[CH:23])[CH:19]=[CH:20][CH:21]=1. The catalyst is CO. The product is [C:22]([C:18]1[CH:17]=[C:16]([NH:15][C:2]2[C:3]3[CH:10]=[CH:9][N:8]([CH2:11][CH2:12][O:13][CH3:14])[C:4]=3[N:5]=[CH:6][N:7]=2)[CH:21]=[CH:20][CH:19]=1)#[CH:23]. The yield is 0.810. (2) The reactants are [F:1][C:2]1[CH:7]=[C:6]([CH2:8][N:9]2[C:14](=[O:15])[CH:13]=[C:12]([CH3:16])[N:11]=[C:10]2[CH2:17][CH2:18][CH3:19])[CH:5]=[CH:4][C:3]=1[C:20]1[C:21]([C:26]#[N:27])=[CH:22][CH:23]=[CH:24][CH:25]=1.C([O-])(=O)C.[Na+].[Br:33]Br. The catalyst is C(O)(=O)C. The product is [Br:33][C:13]1[C:14](=[O:15])[N:9]([CH2:8][C:6]2[CH:5]=[CH:4][C:3]([C:20]3[C:21]([C:26]#[N:27])=[CH:22][CH:23]=[CH:24][CH:25]=3)=[C:2]([F:1])[CH:7]=2)[C:10]([CH2:17][CH2:18][CH3:19])=[N:11][C:12]=1[CH3:16]. The yield is 0.570.